Dataset: Catalyst prediction with 721,799 reactions and 888 catalyst types from USPTO. Task: Predict which catalyst facilitates the given reaction. Reactant: [NH2:1][C:2]1[O:6][C:5]([C:7]2[CH:12]=[CH:11][CH:10]=[CH:9][CH:8]=2)=[N:4][C:3]=1[C:13]([O:15][CH2:16][CH3:17])=[O:14].[Cl:18][C:19]([Cl:26])([Cl:25])[C:20]([N:22]=[C:23]=[O:24])=[O:21]. Product: [C:7]1([C:5]2[O:6][C:2]([NH:1][C:23]([NH:22][C:20](=[O:21])[C:19]([Cl:26])([Cl:25])[Cl:18])=[O:24])=[C:3]([C:13]([O:15][CH2:16][CH3:17])=[O:14])[N:4]=2)[CH:12]=[CH:11][CH:10]=[CH:9][CH:8]=1. The catalyst class is: 1.